This data is from Full USPTO retrosynthesis dataset with 1.9M reactions from patents (1976-2016). The task is: Predict the reactants needed to synthesize the given product. Given the product [CH2:42]([O:41][C:39]([C:38]1[CH:37]=[CH:36][C:35]([N:28]2[C:29]3[CH:34]=[CH:33][CH:32]=[CH:31][C:30]=3[N:26]([CH2:25][C:24]([OH:47])=[O:23])[C:27]2=[O:46])=[CH:45][CH:44]=1)=[O:40])[CH3:43], predict the reactants needed to synthesize it. The reactants are: O=C1N(CC(OC(C)(C)C)=O)C2C=CC=CC=2N1.C([O:23][C:24](=[O:47])[CH2:25][N:26]1[C:30]2[CH:31]=[CH:32][CH:33]=[CH:34][C:29]=2[N:28]([C:35]2[CH:45]=[CH:44][C:38]([C:39]([O:41][CH2:42][CH3:43])=[O:40])=[CH:37][CH:36]=2)[C:27]1=[O:46])(C)(C)C.